This data is from Full USPTO retrosynthesis dataset with 1.9M reactions from patents (1976-2016). The task is: Predict the reactants needed to synthesize the given product. (1) Given the product [F:21][C:22]1[CH:23]=[C:24]([CH:25]=[C:26]([F:28])[CH:27]=1)[CH2:10][C:11]1[O:15][N:14]=[C:13]([C:16]([O:18][CH2:19][CH3:20])=[O:17])[CH:12]=1, predict the reactants needed to synthesize it. The reactants are: C(OP(O[CH2:10][C:11]1[O:15][N:14]=[C:13]([C:16]([O:18][CH2:19][CH3:20])=[O:17])[CH:12]=1)(OCC)=O)C.[F:21][C:22]1[CH:23]=[C:24](B(O)O)[CH:25]=[C:26]([F:28])[CH:27]=1.C(=O)([O-])[O-].[K+].[K+].C1(P(C2C=CC=CC=2)C2C=CC=CC=2)C=CC=CC=1. (2) The reactants are: Cl.[CH3:2][C:3]1([CH3:27])[CH2:12][CH2:11][C:10]([CH3:14])([CH3:13])[C:9]2[CH:8]=[C:7]([C:15]3[N:16]=[C:17]([N:20]4[CH2:25][CH2:24][CH:23]([NH2:26])[CH2:22][CH2:21]4)[S:18][CH:19]=3)[CH:6]=[CH:5][C:4]1=2.C([O:31][CH2:32][CH2:33][CH2:34][CH2:35]Br)(=O)C.[OH-].[Na+]. Given the product [CH3:2][C:3]1([CH3:27])[CH2:12][CH2:11][C:10]([CH3:13])([CH3:14])[C:9]2[CH:8]=[C:7]([C:15]3[N:16]=[C:17]([N:20]4[CH2:25][CH2:24][CH:23]([NH:26][CH2:35][CH2:34][CH2:33][CH2:32][OH:31])[CH2:22][CH2:21]4)[S:18][CH:19]=3)[CH:6]=[CH:5][C:4]1=2, predict the reactants needed to synthesize it. (3) Given the product [CH2:13]([C:12]([C:9]1[CH:10]=[CH:11][C:6]([O:5][CH2:4][C:3]([OH:2])([CH2:35][CH3:36])[CH2:30][CH3:34])=[C:7]([CH3:28])[CH:8]=1)([C:15]1[S:19][C:23]2[CH:22]=[C:21]([O:24][CH3:25])[CH:20]=[CH:18][C:17]=2[CH:16]=1)[CH2:26][CH3:27])[CH3:14], predict the reactants needed to synthesize it. The reactants are: C[O:2][C:3](=O)[CH2:4][O:5][C:6]1[CH:11]=[CH:10][C:9]([C:12]([CH2:26][CH3:27])([C:15]2[S:19][C:18]3[CH:20]=[C:21]([O:24][CH3:25])[CH:22]=[CH:23][C:17]=3[CH:16]=2)[CH2:13][CH3:14])=[CH:8][C:7]=1[CH3:28].[CH2:30]1[CH2:34]OCC1.[CH2:35]([Mg]Br)[CH3:36]. (4) Given the product [OH:11][CH2:10][C:9]([C:7]1[C:6]2[CH:5]([C:18]3[CH:23]=[CH:22][CH:21]=[CH:20][C:19]=3[O:24][CH3:25])[N:4]([C:26]3[CH:27]=[CH:28][C:29]([C:32]4[CH:36]=[CH:35][S:34][CH:33]=4)=[CH:30][CH:31]=3)[C:3](=[O:37])[C:2]=2[NH:39][N:40]=1)([CH2:14][OH:13])[CH3:17], predict the reactants needed to synthesize it. The reactants are: O[C:2]1[C:3](=[O:37])[N:4]([C:26]2[CH:31]=[CH:30][C:29]([C:32]3[CH:36]=[CH:35][S:34][CH:33]=3)=[CH:28][CH:27]=2)[CH:5]([C:18]2[CH:23]=[CH:22][CH:21]=[CH:20][C:19]=2[O:24][CH3:25])[C:6]=1[C:7]([C:9]1([CH3:17])[CH2:14][O:13]C(C)(C)[O:11][CH2:10]1)=O.O.[NH2:39][NH2:40].Cl.CO. (5) Given the product [Cl:1][CH2:2][C@H:3]1[C:11]2[C:10]3[CH:12]=[CH:13][CH:14]=[CH:15][C:9]=3[C:8]([O:16][C:32]([N:29]3[CH2:30][CH2:31][N:26]([CH3:25])[CH2:27][CH2:28]3)=[O:33])=[CH:7][C:6]=2[N:5]([C:17]([O:19][C:20]([CH3:23])([CH3:22])[CH3:21])=[O:18])[CH2:4]1, predict the reactants needed to synthesize it. The reactants are: [Cl:1][CH2:2][C@H:3]1[C:11]2[C:10]3[CH:12]=[CH:13][CH:14]=[CH:15][C:9]=3[C:8]([OH:16])=[CH:7][C:6]=2[N:5]([C:17]([O:19][C:20]([CH3:23])([CH3:22])[CH3:21])=[O:18])[CH2:4]1.Cl.[CH3:25][N:26]1[CH2:31][CH2:30][N:29]([C:32](Cl)=[O:33])[CH2:28][CH2:27]1.CCN(CC)CC. (6) Given the product [C:51]([O:50][C:48]([N:46]([CH:42]([C:38]1[CH:37]=[CH:36][CH:41]=[C:40]([C:15]2[CH:16]=[C:17]3[C:9]([C:4]4[CH:5]=[CH:6][CH:7]=[CH:8][C:3]=4[O:2][CH3:1])=[N:10][N:11]([CH2:27][O:28][CH2:29][CH2:30][Si:31]([CH3:33])([CH3:34])[CH3:32])[C:12]3=[N:13][CH:14]=2)[CH:39]=1)[C:43]([OH:45])=[O:44])[CH3:47])=[O:49])([CH3:54])([CH3:52])[CH3:53], predict the reactants needed to synthesize it. The reactants are: [CH3:1][O:2][C:3]1[CH:8]=[CH:7][CH:6]=[CH:5][C:4]=1[C:9]1[C:17]2[C:12](=[N:13][CH:14]=[C:15](B3OC(C)(C)C(C)(C)O3)[CH:16]=2)[N:11]([CH2:27][O:28][CH2:29][CH2:30][Si:31]([CH3:34])([CH3:33])[CH3:32])[N:10]=1.Br[C:36]1[CH:37]=[C:38]([CH:42]([N:46]([C:48]([O:50][C:51]([CH3:54])([CH3:53])[CH3:52])=[O:49])[CH3:47])[C:43]([OH:45])=[O:44])[CH:39]=[CH:40][CH:41]=1.C(=O)([O-])[O-].[Na+].[Na+].Cl.